From a dataset of Forward reaction prediction with 1.9M reactions from USPTO patents (1976-2016). Predict the product of the given reaction. (1) Given the reactants [CH3:1][C:2]([CH2:8][CH2:9][CH3:10])=[C:3]1[CH:7]=[CH:6][CH:5]=[CH:4]1.[CH3:11][Li], predict the reaction product. The product is: [CH3:1][C:2]([C:3]1[CH2:7][CH:6]=[CH:5][CH:4]=1)([CH3:11])[CH2:8][CH2:9][CH3:10]. (2) Given the reactants [N+:1]([C:4]1[CH:21]=[CH:20][C:7]([O:8][C:9]2[CH:14]=[CH:13][C:12]([C:15]3[CH:19]=[CH:18][NH:17][N:16]=3)=[CH:11][CH:10]=2)=[CH:6][CH:5]=1)([O-:3])=[O:2].[C:22](OC(=O)C)(=[O:24])[CH3:23], predict the reaction product. The product is: [N+:1]([C:4]1[CH:21]=[CH:20][C:7]([O:8][C:9]2[CH:10]=[CH:11][C:12]([C:15]3[CH:19]=[CH:18][N:17]([C:22](=[O:24])[CH3:23])[N:16]=3)=[CH:13][CH:14]=2)=[CH:6][CH:5]=1)([O-:3])=[O:2].